The task is: Predict which catalyst facilitates the given reaction.. This data is from Catalyst prediction with 721,799 reactions and 888 catalyst types from USPTO. Reactant: [OH:1][C:2]([CH3:35])([CH3:34])[CH2:3][C@@:4]1([C:28]2[CH:33]=[CH:32][CH:31]=[CH:30][CH:29]=2)[O:9][C:8](=[O:10])[N:7]([C@H:11]([C:13]2[CH:18]=[CH:17][C:16](B3OC(C)(C)C(C)(C)O3)=[CH:15][CH:14]=2)[CH3:12])[CH2:6][CH2:5]1.[F:36][C:37]([F:42])([F:41])[C:38]([OH:40])=[O:39].Br[C:44]1[CH:45]=[N:46][C:47]([N:50]2[CH2:53][CH:52]([OH:54])[CH2:51]2)=[N:48][CH:49]=1.C([O-])([O-])=O.[Cs+].[Cs+].O. Product: [OH:1][C:2]([CH3:34])([CH3:35])[CH2:3][C@@:4]1([C:28]2[CH:33]=[CH:32][CH:31]=[CH:30][CH:29]=2)[O:9][C:8](=[O:10])[N:7]([C@H:11]([C:13]2[CH:14]=[CH:15][C:16]([C:44]3[CH:45]=[N:46][C:47]([N:50]4[CH2:53][CH:52]([OH:54])[CH2:51]4)=[N:48][CH:49]=3)=[CH:17][CH:18]=2)[CH3:12])[CH2:6][CH2:5]1.[F:36][C:37]([F:42])([F:41])[C:38]([OH:40])=[O:39]. The catalyst class is: 12.